This data is from Peptide-MHC class I binding affinity with 185,985 pairs from IEDB/IMGT. The task is: Regression. Given a peptide amino acid sequence and an MHC pseudo amino acid sequence, predict their binding affinity value. This is MHC class I binding data. (1) The peptide sequence is FKPPKFRAF. The MHC is HLA-B08:01 with pseudo-sequence HLA-B08:01. The binding affinity (normalized) is 0.356. (2) The peptide sequence is TWKMEKASF. The MHC is HLA-A23:01 with pseudo-sequence HLA-A23:01. The binding affinity (normalized) is 0.310. (3) The peptide sequence is KSAFYQSYL. The MHC is HLA-B46:01 with pseudo-sequence HLA-B46:01. The binding affinity (normalized) is 0.0847. (4) The peptide sequence is MLKLFTHDI. The MHC is HLA-A02:06 with pseudo-sequence HLA-A02:06. The binding affinity (normalized) is 0.254. (5) The peptide sequence is IMKNHLRDI. The MHC is HLA-A02:01 with pseudo-sequence HLA-A02:01. The binding affinity (normalized) is 0.128. (6) The MHC is HLA-A26:01 with pseudo-sequence HLA-A26:01. The peptide sequence is DYNFVKQLF. The binding affinity (normalized) is 0.0286.